Task: Predict the reaction yield, written as a fraction of the theoretical maximum amount of product (1.0 means a 100% yield; for example, 0.34 means a 34% yield).. Dataset: Reaction yield outcomes from USPTO patents with 853,638 reactions (1) The reactants are Cl.[CH3:2][O:3][C:4]1[CH:9]=[CH:8][CH:7]=[CH:6][C:5]=1[C:10]1[C:11]2[C:12]3[CH2:23][CH2:22][NH:21][CH2:20][CH2:19][C:13]=3[NH:14][C:15]=2[CH:16]=[CH:17][CH:18]=1.C([BH3-])#N.[Na+]. The catalyst is FC(F)(F)C(O)=O.CO.O. The product is [CH3:2][O:3][C:4]1[CH:9]=[CH:8][CH:7]=[CH:6][C:5]=1[C:10]1[C:11]2[C@@H:12]3[CH2:23][CH2:22][NH:21][CH2:20][CH2:19][C@@H:13]3[NH:14][C:15]=2[CH:16]=[CH:17][CH:18]=1. The yield is 0.360. (2) The reactants are [CH3:1][C:2]1[CH:7]=[CH:6][C:5]([C:8]2[CH:13]=[C:12]([N+:14]([O-:16])=[O:15])[CH:11]=[C:10]([C:17]([OH:19])=[O:18])[CH:9]=2)=[CH:4][CH:3]=1.O=S(Cl)Cl.[CH3:24]O. No catalyst specified. The product is [CH3:24][O:18][C:17]([C:10]1[CH:9]=[C:8]([C:5]2[CH:6]=[CH:7][C:2]([CH3:1])=[CH:3][CH:4]=2)[CH:13]=[C:12]([N+:14]([O-:16])=[O:15])[CH:11]=1)=[O:19]. The yield is 0.920. (3) The reactants are [O:1]=[C:2]1[N:10]([CH2:11][CH2:12][CH3:13])[C:9]2[N:8]=[C:7]([C:14]34[CH2:21][CH2:20][C:17]([C:22]([OH:24])=[O:23])([CH2:18][CH2:19]3)[CH2:16][CH2:15]4)[NH:6][C:5]=2[C:4](=[O:25])[N:3]1[CH2:26][CH2:27][CH3:28].CO.[C:31]([O-])(O)=O.[Na+]. The catalyst is OS(O)(=O)=O.CCOC(C)=O. The product is [CH3:31][O:23][C:22]([C:17]12[CH2:20][CH2:21][C:14]([C:7]3[NH:6][C:5]4[C:4](=[O:25])[N:3]([CH2:26][CH2:27][CH3:28])[C:2](=[O:1])[N:10]([CH2:11][CH2:12][CH3:13])[C:9]=4[N:8]=3)([CH2:19][CH2:18]1)[CH2:15][CH2:16]2)=[O:24]. The yield is 0.970.